From a dataset of Reaction yield outcomes from USPTO patents with 853,638 reactions. Predict the reaction yield, written as a fraction of the theoretical maximum amount of product (1.0 means a 100% yield; for example, 0.34 means a 34% yield). (1) The reactants are [CH2:1]([O:3][C:4](=[O:28])[CH2:5][NH:6][CH2:7][CH2:8][CH2:9][N:10]([CH2:18][C:19]1[CH:27]=[CH:26][C:22]2[O:23][CH2:24][O:25][C:21]=2[CH:20]=1)[C:11]([O:13][C:14]([CH3:17])([CH3:16])[CH3:15])=[O:12])[CH3:2].Cl[C:30]1[S:34][N:33]=[C:32]([N:35]2[CH:39]=[CH:38][N:37]=[CH:36]2)[N:31]=1.CS(C)=O. The catalyst is O. The product is [CH2:1]([O:3][C:4](=[O:28])[CH2:5][N:6]([CH2:7][CH2:8][CH2:9][N:10]([CH2:18][C:19]1[CH:27]=[CH:26][C:22]2[O:23][CH2:24][O:25][C:21]=2[CH:20]=1)[C:11]([O:13][C:14]([CH3:17])([CH3:16])[CH3:15])=[O:12])[C:30]1[S:34][N:33]=[C:32]([N:35]2[CH:39]=[CH:38][N:37]=[CH:36]2)[N:31]=1)[CH3:2]. The yield is 0.900. (2) The reactants are CCOC(/N=N/C(OCC)=O)=O.[C:13]([O:17][C:18](=[O:26])[NH:19][CH2:20][C:21]([CH3:25])([CH3:24])[CH2:22][OH:23])([CH3:16])([CH3:15])[CH3:14].O[N:28]1[C:32](=[O:33])[C:31]2=[CH:34][CH:35]=[CH:36][CH:37]=[C:30]2[C:29]1=[O:38].C1(P(C2C=CC=CC=2)C2C=CC=CC=2)C=CC=CC=1. The catalyst is C1COCC1.ClCCl. The product is [C:13]([O:17][C:18](=[O:26])[NH:19][CH2:20][C:21]([CH3:25])([CH3:24])[CH2:22][O:23][N:28]1[C:32](=[O:33])[C:31]2[C:30](=[CH:37][CH:36]=[CH:35][CH:34]=2)[C:29]1=[O:38])([CH3:16])([CH3:14])[CH3:15]. The yield is 0.110. (3) The reactants are [Cl:1][C:2]1[CH:3]=[C:4]([C:9](=O)[CH2:10][C:11](=O)[C:12]([F:15])([F:14])[F:13])[CH:5]=[CH:6][C:7]=1[Cl:8].[NH2:18][C:19]1[C:23]([C:24]2[CH:29]=[CH:28][N:27]=[CH:26][CH:25]=2)=[CH:22][NH:21][N:20]=1. No catalyst specified. The product is [Cl:1][C:2]1[CH:3]=[C:4]([C:9]2[CH:10]=[C:11]([C:12]([F:15])([F:14])[F:13])[N:20]3[N:21]=[CH:22][C:23]([C:24]4[CH:29]=[CH:28][N:27]=[CH:26][CH:25]=4)=[C:19]3[N:18]=2)[CH:5]=[CH:6][C:7]=1[Cl:8]. The yield is 0.460. (4) The reactants are [C:1]([C:3]1[CH:11]=[CH:10][C:6]([C:7]([OH:9])=O)=[CH:5][CH:4]=1)#[N:2].CCN(C(C)C)C(C)C.CN(C(ON1N=NC2C=CC=CC1=2)=[N+](C)C)C.F[P-](F)(F)(F)(F)F.[NH2:45][CH2:46][CH2:47][N:48]1[C:52](=[O:53])/[C:51](=[CH:54]/[C:55]2[CH:60]=[CH:59][C:58]([O:61][CH2:62][CH3:63])=[CH:57][CH:56]=2)/[S:50][C:49]1=[O:64]. The catalyst is CN(C=O)C.C(OCC)(=O)C. The product is [C:1]([C:3]1[CH:4]=[CH:5][C:6]([C:7]([NH:45][CH2:46][CH2:47][N:48]2[C:52](=[O:53])/[C:51](=[CH:54]/[C:55]3[CH:60]=[CH:59][C:58]([O:61][CH2:62][CH3:63])=[CH:57][CH:56]=3)/[S:50][C:49]2=[O:64])=[O:9])=[CH:10][CH:11]=1)#[N:2]. The yield is 0.921. (5) The reactants are [NH2:1][C:2]1[CH:7]=[C:6](OC)[CH:5]=[CH:4][C:3]=1[C:10]([C:12]1[CH:17]=[CH:16][CH:15]=[CH:14][C:13]=1[F:18])=[O:11].[Br:19]C1C=C(N)C=CC=1.FC1C=CC=CC=1C#N. No catalyst specified. The product is [NH2:1][C:2]1[CH:7]=[C:6]([Br:19])[CH:5]=[CH:4][C:3]=1[C:10]([C:12]1[CH:17]=[CH:16][CH:15]=[CH:14][C:13]=1[F:18])=[O:11]. The yield is 0.150. (6) The reactants are Br.[NH2:2][C:3]1[C:4]([OH:18])=[C:5]([C:10]2[S:14][C:13]([C:15]([OH:17])=[O:16])=[CH:12][CH:11]=2)[CH:6]=[C:7]([CH3:9])[CH:8]=1.[N:19]([O-])=O.[Na+].[CH3:23][C:24]1([CH3:40])[C:32]2[C:27](=[CH:28][CH:29]=[C:30]([N:33]3[C:37](=[O:38])[CH2:36][C:35]([CH3:39])=[N:34]3)[CH:31]=2)[CH2:26][CH2:25]1.C(=O)(O)[O-].[Na+]. The catalyst is Cl.C(O)C. The product is [CH3:23][C:24]1([CH3:40])[C:32]2[C:27](=[CH:28][CH:29]=[C:30]([N:33]3[C:37](=[O:38])[C:36](=[N:19][NH:2][C:3]4[C:4]([OH:18])=[C:5]([C:10]5[S:14][C:13]([C:15]([OH:17])=[O:16])=[CH:12][CH:11]=5)[CH:6]=[C:7]([CH3:9])[CH:8]=4)[C:35]([CH3:39])=[N:34]3)[CH:31]=2)[CH2:26][CH2:25]1. The yield is 0.614. (7) The yield is 0.706. The reactants are [F:1][C@H:2]1[CH2:18][CH:17]2[C@:9]([F:28])([C@@H:10]([OH:27])[CH2:11][C@@:12]3([CH3:26])[CH:16]2[CH2:15][CH:14]=[C:13]3[C:19](=[O:25])[CH2:20][O:21]C(=O)C)[C@:8]2([CH3:29])[C:3]1=[CH:4][C:5](=[O:30])[CH:6]=[CH:7]2. The product is [F:1][C@H:2]1[CH2:18][CH:17]2[C@:9]([F:28])([C@@H:10]([OH:27])[CH2:11][C@@:12]3([CH3:26])[CH:16]2[CH2:15][CH:14]=[C:13]3[C:19](=[O:25])[CH2:20][OH:21])[C@:8]2([CH3:29])[C:3]1=[CH:4][C:5](=[O:30])[CH:6]=[CH:7]2. The catalyst is C(O)C. (8) The reactants are [C:1]([O:5][C:6]([N:8]1[CH2:12][CH2:11][S:10][C@H:9]1[C:13]([OH:15])=[O:14])=[O:7])([CH3:4])([CH3:3])[CH3:2].[Cl:16][C:17]1[CH:18]=[N+:19]([O-:39])[CH:20]=[C:21]([Cl:38])[C:22]=1[CH2:23][C@@H:24]([C:26]1[CH:31]=[CH:30][C:29]([O:32][CH:33]([F:35])[F:34])=[C:28]([O:36][CH3:37])[CH:27]=1)O.C(Cl)CCl. The catalyst is CN(C1C=CN=CC=1)C.C(Cl)Cl. The product is [C:1]([O:5][C:6]([N:8]1[CH2:12][CH2:11][S:10][C@H:9]1[C:13]([O:15][C@H:24]([C:26]1[CH:31]=[CH:30][C:29]([O:32][CH:33]([F:35])[F:34])=[C:28]([O:36][CH3:37])[CH:27]=1)[CH2:23][C:22]1[C:21]([Cl:38])=[CH:20][N+:19]([O-:39])=[CH:18][C:17]=1[Cl:16])=[O:14])=[O:7])([CH3:4])([CH3:2])[CH3:3]. The yield is 1.00. (9) The reactants are [NH2:1][C:2]1[CH:7]=[CH:6][CH:5]=[CH:4][C:3]=1[S:8]([NH:11][CH3:12])(=[O:10])=[O:9].[Cl:13][C:14]1[N:19]=[C:18](Cl)[C:17]([Cl:21])=[CH:16][N:15]=1.C([O-])([O-])=O.[K+].[K+]. The catalyst is CN(C=O)C. The product is [Cl:13][C:14]1[N:19]=[C:18]([NH:1][C:2]2[CH:7]=[CH:6][CH:5]=[CH:4][C:3]=2[S:8]([NH:11][CH3:12])(=[O:10])=[O:9])[C:17]([Cl:21])=[CH:16][N:15]=1. The yield is 0.500.